Predict the reaction yield, written as a fraction of the theoretical maximum amount of product (1.0 means a 100% yield; for example, 0.34 means a 34% yield). From a dataset of Reaction yield outcomes from USPTO patents with 853,638 reactions. (1) The reactants are [Cl:1][C:2]1[CH:7]=[CH:6][C:5]([CH:8]2[CH2:10][CH:9]2[C:11]([O:13]CC)=[O:12])=[CH:4][CH:3]=1.C[O-].[Na+].CO.O[Li].O. The catalyst is CCO. The product is [Cl:1][C:2]1[CH:3]=[CH:4][C:5]([CH:8]2[CH2:10][CH:9]2[C:11]([OH:13])=[O:12])=[CH:6][CH:7]=1. The yield is 0.980. (2) The reactants are C([O:5][C:6](=[O:19])[CH2:7][C:8]1[CH:9]=[C:10]2[C:15](=[CH:16][C:17]=1[F:18])[N:14]=[CH:13][CH:12]=[CH:11]2)(C)(C)C.[OH-].[Na+]. No catalyst specified. The product is [F:18][C:17]1[CH:16]=[C:15]2[C:10]([CH:11]=[CH:12][CH:13]=[N:14]2)=[CH:9][C:8]=1[CH2:7][C:6]([OH:19])=[O:5]. The yield is 0.798. (3) The reactants are [C:1]([C:3]1[CH:8]=[CH:7][CH:6]=[CH:5][C:4]=1[C:9]1[S:13][C:12]([CH2:14][C:15]2[C:16](=[O:40])[N:17]([C@H:27]3[CH2:32][CH2:31][C@H:30]([O:33][CH2:34]C(OCC)=O)[CH2:29][CH2:28]3)[C:18]3[N:19]([N:24]=[CH:25][N:26]=3)[C:20]=2[CH2:21][CH2:22][CH3:23])=[CH:11][CH:10]=1)#[N:2].C[Mg]Br.[Cl-].[NH4+]. The catalyst is O1CCCC1. The product is [OH:33][C:30]([CH3:31])([CH3:29])[CH2:34][O:33][C@H:30]1[CH2:29][CH2:28][C@H:27]([N:17]2[C:16](=[O:40])[C:15]([CH2:14][C:12]3[S:13][C:9]([C:4]4[CH:5]=[CH:6][CH:7]=[CH:8][C:3]=4[C:1]#[N:2])=[CH:10][CH:11]=3)=[C:20]([CH2:21][CH2:22][CH3:23])[N:19]3[N:24]=[CH:25][N:26]=[C:18]23)[CH2:32][CH2:31]1. The yield is 0.490. (4) The reactants are [Cl:1][C:2]1[CH:11]=[C:10]2[C:5]([C:6](=[O:38])[N:7]([NH:31][C:32]3[CH:37]=[CH:36][CH:35]=[CH:34][CH:33]=3)[C:8]([C@H:12]([NH:16][CH2:17][CH2:18][CH2:19][NH:20][C:21](=[O:30])[O:22][CH2:23][C:24]3[CH:29]=[CH:28][CH:27]=[CH:26][CH:25]=3)[CH2:13][C:14]#[CH:15])=[N:9]2)=[CH:4][CH:3]=1.C(N(CC)CC)C.[F:46][C:47]1[C:55]([Cl:56])=[CH:54][CH:53]=[CH:52][C:48]=1[C:49](Cl)=[O:50]. The catalyst is ClCCl. The product is [Cl:56][C:55]1[C:47]([F:46])=[C:48]([CH:52]=[CH:53][CH:54]=1)[C:49]([N:16]([CH2:17][CH2:18][CH2:19][NH:20][C:21](=[O:30])[O:22][CH2:23][C:24]1[CH:25]=[CH:26][CH:27]=[CH:28][CH:29]=1)[C@@H:12]([C:8]1[N:7]([NH:31][C:32]2[CH:33]=[CH:34][CH:35]=[CH:36][CH:37]=2)[C:6](=[O:38])[C:5]2[C:10](=[CH:11][C:2]([Cl:1])=[CH:3][CH:4]=2)[N:9]=1)[CH2:13][C:14]#[CH:15])=[O:50]. The yield is 0.840. (5) The reactants are [C:1]([O:5][C:6](=[O:22])[NH:7][CH2:8][C:9]#[C:10][C:11]1[CH:20]=[C:19]2[C:14]([C:15](=[O:21])[NH:16][CH:17]=[N:18]2)=[CH:13][CH:12]=1)([CH3:4])([CH3:3])[CH3:2]. The catalyst is C(O)C.[Ni].O. The product is [C:1]([O:5][C:6](=[O:22])[NH:7][CH2:8][CH2:9][CH2:10][C:11]1[CH:20]=[C:19]2[C:14]([C:15](=[O:21])[NH:16][CH:17]=[N:18]2)=[CH:13][CH:12]=1)([CH3:4])([CH3:2])[CH3:3]. The yield is 0.600. (6) The reactants are [F:1][C:2]([F:31])([F:30])[C:3]([C:12]1[CH:17]=[CH:16][C:15]([N:18]2[CH2:23][CH2:22][N:21]([CH2:24][CH2:25]O)[CH2:20][CH2:19]2)=[C:14]([CH2:27][CH2:28][CH3:29])[CH:13]=1)([O:8][CH2:9][O:10][CH3:11])[C:4]([F:7])([F:6])[F:5].[CH3:32][C:33]1([C:40]2[CH:45]=[CH:44][C:43]([O:46][CH:47]([CH3:49])[CH3:48])=[CH:42][CH:41]=2)[NH:37][C:36](=[O:38])[NH:35][C:34]1=[O:39].C1(P(C2C=CC=CC=2)C2C=CC=CC=2)C=CC=CC=1.CCOC(/N=N/C(OCC)=O)=O.Cl. The catalyst is CN(C)C=O.O. The product is [F:30][C:2]([F:1])([F:31])[C:3]([C:12]1[CH:17]=[CH:16][C:15]([N:18]2[CH2:23][CH2:22][N:21]([CH2:24][CH2:25][N:37]3[C:33]([C:40]4[CH:45]=[CH:44][C:43]([O:46][CH:47]([CH3:49])[CH3:48])=[CH:42][CH:41]=4)([CH3:32])[C:34](=[O:39])[NH:35][C:36]3=[O:38])[CH2:20][CH2:19]2)=[C:14]([CH2:27][CH2:28][CH3:29])[CH:13]=1)([O:8][CH2:9][O:10][CH3:11])[C:4]([F:7])([F:6])[F:5]. The yield is 0.260. (7) The reactants are [N:1]1([C:11]([O:13][CH2:14][C:15]2[CH:20]=[CH:19][CH:18]=[CH:17][CH:16]=2)=[O:12])[C:9]2[CH:8]=[CH:7][N+:6]([O-])=[CH:5][C:4]=2[CH:3]=[CH:2]1.[CH3:21][C:22]([NH2:29])([CH2:24][C:25]([CH3:28])([CH3:27])[CH3:26])[CH3:23].C1(C)C=CC(S(Cl)(=O)=O)=CC=1. The catalyst is C(Cl)(Cl)Cl.ClCCl. The product is [CH3:21][C:22]([NH:29][C:5]1[C:4]2[CH:3]=[CH:2][N:1]([C:11]([O:13][CH2:14][C:15]3[CH:20]=[CH:19][CH:18]=[CH:17][CH:16]=3)=[O:12])[C:9]=2[CH:8]=[CH:7][N:6]=1)([CH2:24][C:25]([CH3:28])([CH3:27])[CH3:26])[CH3:23]. The yield is 0.430. (8) The yield is 0.940. The product is [Br:1][C:2]1[CH:3]=[CH:4][C:5]([N+:12]([O-:14])=[O:13])=[C:6]2[C:11]=1[N:10]=[CH:9][CH:8]=[CH:7]2. The reactants are [Br:1][C:2]1[CH:3]=[CH:4][CH:5]=[C:6]2[C:11]=1[N:10]=[CH:9][CH:8]=[CH:7]2.[N+:12]([O-])([OH:14])=[O:13]. The catalyst is S(=O)(=O)(O)O.